Regression. Given two drug SMILES strings and cell line genomic features, predict the synergy score measuring deviation from expected non-interaction effect. From a dataset of NCI-60 drug combinations with 297,098 pairs across 59 cell lines. (1) Drug 1: CS(=O)(=O)CCNCC1=CC=C(O1)C2=CC3=C(C=C2)N=CN=C3NC4=CC(=C(C=C4)OCC5=CC(=CC=C5)F)Cl. Drug 2: C1=CC=C(C(=C1)C(C2=CC=C(C=C2)Cl)C(Cl)Cl)Cl. Cell line: SR. Synergy scores: CSS=4.30, Synergy_ZIP=5.45, Synergy_Bliss=0.512, Synergy_Loewe=-1.81, Synergy_HSA=-2.07. (2) Cell line: RXF 393. Synergy scores: CSS=3.85, Synergy_ZIP=-2.52, Synergy_Bliss=-2.09, Synergy_Loewe=-2.71, Synergy_HSA=-1.70. Drug 2: C1CCC(C1)C(CC#N)N2C=C(C=N2)C3=C4C=CNC4=NC=N3. Drug 1: CC1=C(C=C(C=C1)NC2=NC=CC(=N2)N(C)C3=CC4=NN(C(=C4C=C3)C)C)S(=O)(=O)N.Cl. (3) Drug 1: CCC1(C2=C(COC1=O)C(=O)N3CC4=CC5=C(C=CC(=C5CN(C)C)O)N=C4C3=C2)O.Cl. Drug 2: CC1C(C(CC(O1)OC2CC(CC3=C2C(=C4C(=C3O)C(=O)C5=CC=CC=C5C4=O)O)(C(=O)C)O)N)O. Cell line: ACHN. Synergy scores: CSS=51.6, Synergy_ZIP=-5.44, Synergy_Bliss=-9.95, Synergy_Loewe=-11.0, Synergy_HSA=-8.30.